Predict the reaction yield, written as a fraction of the theoretical maximum amount of product (1.0 means a 100% yield; for example, 0.34 means a 34% yield). From a dataset of Reaction yield outcomes from USPTO patents with 853,638 reactions. The reactants are [CH:1]([O:4][C:5](=[O:25])[NH:6][C:7]1[CH:12]=[CH:11][C:10]([C:13]2[NH:14][C:15]3[C:20]([C:21]=2[Cl:22])=[CH:19][CH:18]=[C:17]([O:23][CH3:24])[CH:16]=3)=[CH:9][CH:8]=1)([CH3:3])[CH3:2].C([O-])([O-])=O.[Cs+].[Cs+].Br[CH2:33][CH:34]1[CH2:36][CH2:35]1.CN(C=O)C. The catalyst is O. The product is [CH:1]([O:4][C:5](=[O:25])[NH:6][C:7]1[CH:8]=[CH:9][C:10]([C:13]2[N:14]([CH2:33][CH:34]3[CH2:36][CH2:35]3)[C:15]3[C:20]([C:21]=2[Cl:22])=[CH:19][CH:18]=[C:17]([O:23][CH3:24])[CH:16]=3)=[CH:11][CH:12]=1)([CH3:3])[CH3:2]. The yield is 0.330.